From a dataset of TCR-epitope binding with 47,182 pairs between 192 epitopes and 23,139 TCRs. Binary Classification. Given a T-cell receptor sequence (or CDR3 region) and an epitope sequence, predict whether binding occurs between them. (1) The epitope is RPHERNGFTVL. The TCR CDR3 sequence is CASSYIPSGRALGEQFF. Result: 0 (the TCR does not bind to the epitope). (2) The epitope is CLGGLLTMV. The TCR CDR3 sequence is CSVEGEFNYGYTF. Result: 0 (the TCR does not bind to the epitope). (3) The epitope is EIYKRWII. The TCR CDR3 sequence is CASSPGTGAHEQYF. Result: 0 (the TCR does not bind to the epitope). (4) The epitope is RLRAEAQVK. The TCR CDR3 sequence is CASSESEGWTEAFF. Result: 0 (the TCR does not bind to the epitope). (5) The epitope is QYDPVAALF. The TCR CDR3 sequence is CSVGDREGDTQYF. Result: 0 (the TCR does not bind to the epitope). (6) The epitope is FLRGRAYGL. The TCR CDR3 sequence is CASSLDRAGTDTQYF. Result: 0 (the TCR does not bind to the epitope).